Dataset: Forward reaction prediction with 1.9M reactions from USPTO patents (1976-2016). Task: Predict the product of the given reaction. Given the reactants CC1(C)[O:6][C@@H:5]([C@@H:7]2[CH2:11][NH:10][C:9](=[O:12])[CH2:8]2)[CH2:4][O:3]1, predict the reaction product. The product is: [OH:6][C@@H:5]([C@@H:7]1[CH2:11][NH:10][C:9](=[O:12])[CH2:8]1)[CH2:4][OH:3].